This data is from Reaction yield outcomes from USPTO patents with 853,638 reactions. The task is: Predict the reaction yield, written as a fraction of the theoretical maximum amount of product (1.0 means a 100% yield; for example, 0.34 means a 34% yield). (1) The reactants are C[O:2][C:3](=[O:31])[C:4]1[CH:9]=[CH:8][C:7]([C:10]([CH2:28][CH3:29])([C:13]2[CH:18]=[CH:17][C:16]([C:19]#[C:20][C:21]([CH2:25][CH3:26])([OH:24])[CH2:22][CH3:23])=[C:15]([CH3:27])[CH:14]=2)[CH2:11][CH3:12])=[CH:6][C:5]=1[CH3:30].[OH-].[Li+]. No catalyst specified. The product is [CH2:11]([C:10]([C:7]1[CH:8]=[CH:9][C:4]([C:3]([OH:31])=[O:2])=[C:5]([CH3:30])[CH:6]=1)([C:13]1[CH:18]=[CH:17][C:16]([C:19]#[C:20][C:21]([CH2:22][CH3:23])([OH:24])[CH2:25][CH3:26])=[C:15]([CH3:27])[CH:14]=1)[CH2:28][CH3:29])[CH3:12]. The yield is 0.830. (2) The reactants are O[C:2]1[N:7]2[N:8]=[CH:9][C:10]([C:11]([O:13][CH2:14][CH3:15])=[O:12])=[C:6]2[N:5]=[CH:4][CH:3]=1.O=P(Cl)(Cl)[Cl:18].[OH-].[Na+].C([O-])([O-])=O.[Na+].[Na+]. The catalyst is CN(C)C1C=CC=CC=1. The product is [Cl:18][C:2]1[N:7]2[N:8]=[CH:9][C:10]([C:11]([O:13][CH2:14][CH3:15])=[O:12])=[C:6]2[N:5]=[CH:4][CH:3]=1. The yield is 0.250.